Predict the reactants needed to synthesize the given product. From a dataset of Full USPTO retrosynthesis dataset with 1.9M reactions from patents (1976-2016). (1) Given the product [C:1]([O:5][C:6]([N:8]1[CH2:11][C:10](=[CH:12][C:13]2[N:14]([CH3:29])[C:15]3[C:20]([N:21]=2)=[C:19]([N:22]2[CH2:27][CH2:26][O:25][CH2:24][CH2:23]2)[N:18]=[C:17]([N:32]2[C:33]4[CH:39]=[CH:38][CH:37]=[CH:36][C:34]=4[N:35]=[C:31]2[CH3:30])[N:16]=3)[CH2:9]1)=[O:7])([CH3:4])([CH3:3])[CH3:2], predict the reactants needed to synthesize it. The reactants are: [C:1]([O:5][C:6]([N:8]1[CH2:11][C:10](=[CH:12][C:13]2[N:14]([CH3:29])[C:15]3[C:20]([N:21]=2)=[C:19]([N:22]2[CH2:27][CH2:26][O:25][CH2:24][CH2:23]2)[N:18]=[C:17](Cl)[N:16]=3)[CH2:9]1)=[O:7])([CH3:4])([CH3:3])[CH3:2].[CH3:30][C:31]1[NH:32][C:33]2[CH:39]=[CH:38][CH:37]=[CH:36][C:34]=2[N:35]=1.CC(C1C=C(C(C)C)C(C2C=CC=CC=2P(C2CCCCC2)C2CCCCC2)=C(C(C)C)C=1)C.C([O-])([O-])=O.[Cs+].[Cs+]. (2) The reactants are: C([O:4][CH2:5][CH2:6][O:7][C:8]1[CH:13]=[C:12]([NH2:14])[CH:11]=[CH:10][C:9]=1[O:15][CH3:16])(=O)C.[Br:17][CH:18]([CH:21]=O)[CH:19]=O.Br.[OH-].[Na+]. Given the product [Br:17][C:18]1[CH:19]=[N:14][C:12]2[C:11]([CH:21]=1)=[CH:10][C:9]([O:15][CH3:16])=[C:8]([O:7][CH2:6][CH2:5][OH:4])[CH:13]=2, predict the reactants needed to synthesize it.